Dataset: Reaction yield outcomes from USPTO patents with 853,638 reactions. Task: Predict the reaction yield, written as a fraction of the theoretical maximum amount of product (1.0 means a 100% yield; for example, 0.34 means a 34% yield). (1) The product is [O:3]=[C:2]([C:4]1[CH:9]=[CH:8][CH:7]=[C:6]([C:10]([F:11])([F:12])[F:13])[CH:5]=1)[CH:1]=[O:15]. The catalyst is CS(C)=O. The yield is 1.28. The reactants are [CH3:1][C:2]([C:4]1[CH:9]=[CH:8][CH:7]=[C:6]([C:10]([F:13])([F:12])[F:11])[CH:5]=1)=[O:3].Br.[OH2:15]. (2) The reactants are [Cl:1][C:2]1[CH:3]=[C:4]([O:21][CH3:22])[CH:5]=[C:6]2[C:11]=1[O:10][CH:9]([C:12]([F:15])([F:14])[F:13])[C:8]([C:16]([O:18][CH2:19][CH3:20])=[O:17])=[CH:7]2.[Cl:23]Cl. The catalyst is C(O)(=O)C. The product is [Cl:23][C:5]1[C:4]([O:21][CH3:22])=[CH:3][C:2]([Cl:1])=[C:11]2[C:6]=1[CH:7]=[C:8]([C:16]([O:18][CH2:19][CH3:20])=[O:17])[CH:9]([C:12]([F:15])([F:14])[F:13])[O:10]2. The yield is 0.0740. (3) The reactants are [NH3:1].[Cl:2][CH2:3][CH:4]1[C:12]2[C:11]3[CH:13]=[CH:14][C:15]([S:17](Cl)(=[O:19])=[O:18])=[CH:16][C:10]=3[C:9]([N+:21]([O-:23])=[O:22])=[CH:8][C:7]=2[N:6]([C:24](=[O:29])[C:25]([F:28])([F:27])[F:26])[CH2:5]1.O.Cl. The catalyst is C1COCC1.[Cl-].[Na+].O.CCOC(C)=O. The product is [Cl:2][CH2:3][CH:4]1[C:12]2[C:11]3[CH:13]=[CH:14][C:15]([S:17]([NH2:1])(=[O:19])=[O:18])=[CH:16][C:10]=3[C:9]([N+:21]([O-:23])=[O:22])=[CH:8][C:7]=2[N:6]([C:24](=[O:29])[C:25]([F:28])([F:27])[F:26])[CH2:5]1. The yield is 0.770. (4) The reactants are [CH2:1]([C:6]([CH:11]([CH3:13])[CH3:12])([CH2:9][OH:10])[CH2:7][OH:8])[CH2:2][CH:3]([CH3:5])[CH3:4].[O:14]1[CH2:18][CH2:17][CH2:16][CH2:15]1.N1[CH:24]=[CH:23][CH:22]=[CH:21][CH:20]=1.[C:25](Cl)(=[O:34])[CH:26]=[CH:27][C:28]1[CH:33]=[CH:32][CH:31]=[CH:30][CH:29]=1. The catalyst is O. The product is [C:18]([O:8][CH2:7][C:6]([CH2:1][CH2:2][CH:3]([CH3:5])[CH3:4])([CH:11]([CH3:13])[CH3:12])[CH2:9][O:10][C:25](=[O:34])[CH:26]=[CH:27][C:28]1[CH:33]=[CH:32][CH:31]=[CH:30][CH:29]=1)(=[O:14])[CH:17]=[CH:16][C:15]1[CH:24]=[CH:23][CH:22]=[CH:21][CH:20]=1. The yield is 0.510. (5) The reactants are Br[C:2]1[CH:3]=[C:4]([CH2:16][N:17]([CH3:25])[C:18](=[O:24])[O:19][C:20]([CH3:23])([CH3:22])[CH3:21])[S:5][C:6]=1[S:7]([C:10]1[CH:15]=[CH:14][CH:13]=[CH:12][CH:11]=1)(=[O:9])=[O:8].[NH:26]1[CH2:31][CH2:30][CH2:29][CH2:28][C:27]1=[O:32].C(=O)([O-])[O-].[Cs+].[Cs+].O. The catalyst is C1(C)C=CC=CC=1.C1C=CC(/C=C/C(/C=C/C2C=CC=CC=2)=O)=CC=1.C1C=CC(/C=C/C(/C=C/C2C=CC=CC=2)=O)=CC=1.C1C=CC(/C=C/C(/C=C/C2C=CC=CC=2)=O)=CC=1.[Pd].[Pd]. The product is [CH3:25][N:17]([CH2:16][C:4]1[S:5][C:6]([S:7]([C:10]2[CH:15]=[CH:14][CH:13]=[CH:12][CH:11]=2)(=[O:9])=[O:8])=[C:2]([N:26]2[CH2:31][CH2:30][CH2:29][CH2:28][C:27]2=[O:32])[CH:3]=1)[C:18](=[O:24])[O:19][C:20]([CH3:23])([CH3:22])[CH3:21]. The yield is 0.720.